Regression. Given a peptide amino acid sequence and an MHC pseudo amino acid sequence, predict their binding affinity value. This is MHC class II binding data. From a dataset of Peptide-MHC class II binding affinity with 134,281 pairs from IEDB. (1) The peptide sequence is LVWMACHSAAFEDLR. The MHC is DRB1_0401 with pseudo-sequence DRB1_0401. The binding affinity (normalized) is 0.364. (2) The peptide sequence is EKKYFAATQFEPLHA. The MHC is HLA-DPA10201-DPB10501 with pseudo-sequence HLA-DPA10201-DPB10501. The binding affinity (normalized) is 0.873. (3) The peptide sequence is VRSGGHDYEGLSYRS. The MHC is DRB1_0701 with pseudo-sequence DRB1_0701. The binding affinity (normalized) is 0.144. (4) The peptide sequence is EDPLFQLVSKLYEVV. The MHC is DRB1_0101 with pseudo-sequence DRB1_0101. The binding affinity (normalized) is 0.404. (5) The peptide sequence is VKEIPPRLLYAKSSP. The MHC is DRB1_0901 with pseudo-sequence DRB1_0901. The binding affinity (normalized) is 0.509. (6) The peptide sequence is VDPTDYFRNEQSIPP. The MHC is HLA-DQA10102-DQB10602 with pseudo-sequence HLA-DQA10102-DQB10602. The binding affinity (normalized) is 0.140.